From a dataset of Forward reaction prediction with 1.9M reactions from USPTO patents (1976-2016). Predict the product of the given reaction. Given the reactants Br[C:2]1[CH:7]=[CH:6][C:5](SCC)=[CH:4][CH:3]=1.[Mg].II.COCO[C:18]1[CH:25]=[CH:24][CH:23]=[CH:22][C:19]=1[CH:20]=[O:21].[Cl-].[NH4+], predict the reaction product. The product is: [C:19]1([CH:20]([C:2]2[CH:3]=[CH:4][CH:5]=[CH:6][CH:7]=2)[OH:21])[CH:22]=[CH:23][CH:24]=[CH:25][CH:18]=1.